This data is from Catalyst prediction with 721,799 reactions and 888 catalyst types from USPTO. The task is: Predict which catalyst facilitates the given reaction. Reactant: [C:1]([O:5][C:6](=[O:35])[N:7]([CH2:11][CH2:12][CH2:13][N:14]1[C:22]([S:23][C:24]2[C:32]([I:33])=[CH:31][C:27]3[O:28][CH2:29][O:30][C:26]=3[CH:25]=2)=[N:21][C:20]2[C:19](=[O:34])[NH:18][CH:17]=[N:16][C:15]1=2)[CH:8]([CH3:10])[CH3:9])([CH3:4])([CH3:3])[CH3:2].C([O-])([O-])=O.[K+].[K+].Cl[C:43]1[CH:48]=[CH:47][C:46]([N+:49]([O-:51])=[O:50])=[CH:45][C:44]=1[N+:52]([O-:54])=[O:53]. Product: [C:1]([O:5][C:6](=[O:35])[N:7]([CH2:11][CH2:12][CH2:13][N:14]1[C:22]([S:23][C:24]2[C:32]([I:33])=[CH:31][C:27]3[O:28][CH2:29][O:30][C:26]=3[CH:25]=2)=[N:21][C:20]2[C:19](=[O:34])[N:18]([C:47]3[CH:48]=[CH:43][C:44]([N+:52]([O-:54])=[O:53])=[CH:45][C:46]=3[N+:49]([O-:51])=[O:50])[CH:17]=[N:16][C:15]1=2)[CH:8]([CH3:9])[CH3:10])([CH3:3])([CH3:4])[CH3:2]. The catalyst class is: 3.